This data is from Peptide-MHC class II binding affinity with 134,281 pairs from IEDB. The task is: Regression. Given a peptide amino acid sequence and an MHC pseudo amino acid sequence, predict their binding affinity value. This is MHC class II binding data. (1) The peptide sequence is AVGGVLLFLSVNVHA. The MHC is DRB1_1501 with pseudo-sequence DRB1_1501. The binding affinity (normalized) is 1.00. (2) The peptide sequence is GVWVLAEPTKGKNER. The MHC is DRB1_0404 with pseudo-sequence DRB1_0404. The binding affinity (normalized) is 0.462. (3) The peptide sequence is YKLGPSPKARSERPA. The MHC is HLA-DQA10301-DQB10302 with pseudo-sequence HLA-DQA10301-DQB10302. The binding affinity (normalized) is 0.150. (4) The peptide sequence is MPRSIGGPVSSHNHI. The MHC is HLA-DQA10102-DQB10501 with pseudo-sequence HLA-DQA10102-DQB10501. The binding affinity (normalized) is 0.491. (5) The peptide sequence is GADATAAAAFEQFLA. The MHC is DRB1_0701 with pseudo-sequence DRB1_0701. The binding affinity (normalized) is 0.431. (6) The MHC is DRB1_0101 with pseudo-sequence DRB1_0101. The peptide sequence is LTNACELGEWVFSAI. The binding affinity (normalized) is 0.421.